From a dataset of Catalyst prediction with 721,799 reactions and 888 catalyst types from USPTO. Predict which catalyst facilitates the given reaction. (1) Reactant: [CH3:1][C:2]1[CH:11]=[CH:10][CH:9]=[CH:8][C:3]=1[C:4]([O:6][CH3:7])=[O:5].[Br:12]N1C(=O)CCC1=O. Product: [Br:12][CH2:1][C:2]1[CH:11]=[CH:10][CH:9]=[CH:8][C:3]=1[C:4]([O:6][CH3:7])=[O:5]. The catalyst class is: 340. (2) Reactant: CC1(C)[N:6](C(OC(C)(C)C)=O)[C@@:5]([CH3:41])([C:14]2[S:15][C:16]([C:19]3[CH:24]=[CH:23][C:22]([O:25][CH2:26][CH2:27][O:28][CH2:29][CH2:30][C:31]4[CH:36]=[CH:35][CH:34]=[CH:33][CH:32]=4)=[C:21]([C:37]([F:40])([F:39])[F:38])[CH:20]=3)=[CH:17][N:18]=2)[CH2:4][O:3]1. Product: [NH2:6][C@@:5]([C:14]1[S:15][C:16]([C:19]2[CH:24]=[CH:23][C:22]([O:25][CH2:26][CH2:27][O:28][CH2:29][CH2:30][C:31]3[CH:36]=[CH:35][CH:34]=[CH:33][CH:32]=3)=[C:21]([C:37]([F:39])([F:40])[F:38])[CH:20]=2)=[CH:17][N:18]=1)([CH3:41])[CH2:4][OH:3]. The catalyst class is: 47. (3) Reactant: [NH2:1][CH2:2][C:3]1[CH:4]=[C:5]([NH:12][C:13](=[O:16])[O:14][CH3:15])[CH:6]=[C:7]([C:9]([CH3:11])=[CH2:10])[CH:8]=1. Product: [NH2:1][CH2:2][C:3]1[CH:4]=[C:5]([NH:12][C:13](=[O:16])[O:14][CH3:15])[CH:6]=[C:7]([CH:9]([CH3:11])[CH3:10])[CH:8]=1. The catalyst class is: 515. (4) Reactant: C(=O)([O-])[O-].[K+].[K+].[Br:7][C:8]1[CH:9]=[C:10]([OH:14])[CH:11]=[CH:12][CH:13]=1.[CH2:15]([O:17][CH:18]([O:21][CH2:22][CH3:23])[CH2:19]Br)[CH3:16]. Product: [Br:7][C:8]1[CH:13]=[CH:12][CH:11]=[C:10]([O:14][CH2:19][CH:18]([O:21][CH2:22][CH3:23])[O:17][CH2:15][CH3:16])[CH:9]=1. The catalyst class is: 16. (5) Reactant: [CH2:1]([O:8][C:9](=[O:28])[C@@H:10]([NH:20][C:21]([O:23]C(C)(C)C)=O)[CH2:11][C:12]1[CH:17]=[CH:16][C:15]([O:18][CH3:19])=[CH:14][CH:13]=1)[C:2]1[CH:7]=[CH:6][CH:5]=[CH:4][CH:3]=1.FC(F)(F)C(O)=O.C(N(CC)C(C)C)(C)C.[CH3:45][C:46]([O:49][C:50]([NH:52][C@H:53](C(O)=O)[CH:54]1[CH2:56][CH2:55]1)=[O:51])([CH3:48])[CH3:47].CN(C(ON1N=NC2C=CC=NC1=2)=[N+](C)C)C.F[P-](F)(F)(F)(F)F. Product: [CH2:1]([O:8][C:9](=[O:28])[C@@H:10]([NH:20][C:21](=[O:23])[C@@H:53]([NH:52][C:50]([O:49][C:46]([CH3:48])([CH3:47])[CH3:45])=[O:51])[CH:54]1[CH2:56][CH2:55]1)[CH2:11][C:12]1[CH:13]=[CH:14][C:15]([O:18][CH3:19])=[CH:16][CH:17]=1)[C:2]1[CH:3]=[CH:4][CH:5]=[CH:6][CH:7]=1. The catalyst class is: 4.